This data is from Catalyst prediction with 721,799 reactions and 888 catalyst types from USPTO. The task is: Predict which catalyst facilitates the given reaction. (1) Reactant: [CH3:1][O-:2].[Na+].[Br:4][C:5]1[N:10]=[C:9]([NH:11][C:12]2[CH:17]=[C:16]([C:18]([F:21])([F:20])[F:19])[CH:15]=[CH:14][N:13]=2)[CH:8]=[C:7]([CH2:22]Br)[CH:6]=1. Product: [Br:4][C:5]1[N:10]=[C:9]([NH:11][C:12]2[CH:17]=[C:16]([C:18]([F:21])([F:20])[F:19])[CH:15]=[CH:14][N:13]=2)[CH:8]=[C:7]([CH2:22][O:2][CH3:1])[CH:6]=1. The catalyst class is: 5. (2) Reactant: [C:1]([O:4][C@H:5]1[C@@H:9]([O:10][C:11](=[O:13])[CH3:12])[C@H:8]([N:14]2[CH:19]=[CH:18][C:17](=[O:20])[NH:16][C:15]2=[O:21])[O:7][C@@H:6]1[C@H:22]([OH:51])[CH:23]([C:46]([O:48][CH2:49][CH3:50])=[O:47])[NH:24][CH2:25][CH2:26][CH2:27][NH:28][C:29](=[O:45])[C@H:30]([C@@H:42]([OH:44])[CH3:43])[NH:31]C(=O)OCC1C=CC=CC=1)(=[O:3])[CH3:2]. Product: [NH2:31][C@@H:30]([C@@H:42]([OH:44])[CH3:43])[C:29]([NH:28][CH2:27][CH2:26][CH2:25][NH:24][CH:23]([C@H:22]([C@@H:6]1[C@@H:5]([O:4][C:1](=[O:3])[CH3:2])[C@@H:9]([O:10][C:11](=[O:13])[CH3:12])[C@H:8]([N:14]2[CH:19]=[CH:18][C:17](=[O:20])[NH:16][C:15]2=[O:21])[O:7]1)[OH:51])[C:46]([O:48][CH2:49][CH3:50])=[O:47])=[O:45]. The catalyst class is: 43.